Dataset: Forward reaction prediction with 1.9M reactions from USPTO patents (1976-2016). Task: Predict the product of the given reaction. Given the reactants C([O:3][C:4]([C@@H:6]1[CH2:14][C:13]2[C:8](=[CH:9][CH:10]=[CH:11][CH:12]=2)[N:7]1[C:15](=[O:34])[C@@H:16]([NH:20][C:21](=[O:33])[C@@H:22]([N:24]([C:26]([O:28][C:29]([CH3:32])([CH3:31])[CH3:30])=[O:27])[CH3:25])[CH3:23])[CH:17]([CH3:19])[CH3:18])=[O:5])C.[OH-].[Li+], predict the reaction product. The product is: [C:29]([O:28][C:26]([N:24]([CH3:25])[C@@H:22]([CH3:23])[C:21]([NH:20][C@@H:16]([CH:17]([CH3:18])[CH3:19])[C:15]([N:7]1[C:8]2[C:13](=[CH:12][CH:11]=[CH:10][CH:9]=2)[CH2:14][C@H:6]1[C:4]([OH:5])=[O:3])=[O:34])=[O:33])=[O:27])([CH3:32])([CH3:31])[CH3:30].